From a dataset of Peptide-MHC class I binding affinity with 185,985 pairs from IEDB/IMGT. Regression. Given a peptide amino acid sequence and an MHC pseudo amino acid sequence, predict their binding affinity value. This is MHC class I binding data. (1) The peptide sequence is QPQPFPSQQPY. The MHC is HLA-B35:01 with pseudo-sequence HLA-B35:01. The binding affinity (normalized) is 0.646. (2) The peptide sequence is STFATVLEY. The MHC is HLA-A80:01 with pseudo-sequence HLA-A80:01. The binding affinity (normalized) is 1.00. (3) The binding affinity (normalized) is 0.434. The peptide sequence is KLITSAFDLL. The MHC is HLA-A02:01 with pseudo-sequence HLA-A02:01. (4) The peptide sequence is ITYSSSMMW. The MHC is HLA-A01:01 with pseudo-sequence HLA-A01:01. The binding affinity (normalized) is 0.130. (5) The peptide sequence is VVVKDDPDHY. The MHC is HLA-A11:01 with pseudo-sequence HLA-A11:01. The binding affinity (normalized) is 0.0778. (6) The peptide sequence is GSKYRGLPK. The MHC is HLA-A02:11 with pseudo-sequence HLA-A02:11. The binding affinity (normalized) is 0.0847. (7) The peptide sequence is ITPTIYLLL. The MHC is HLA-C04:01 with pseudo-sequence HLA-C04:01. The binding affinity (normalized) is 0.0847. (8) The peptide sequence is FGKWRPVQL. The MHC is HLA-B27:05 with pseudo-sequence HLA-B27:05. The binding affinity (normalized) is 0.0847. (9) The peptide sequence is DSPATLSAY. The MHC is HLA-B44:02 with pseudo-sequence HLA-B44:02. The binding affinity (normalized) is 0.0847.